Task: Predict which catalyst facilitates the given reaction.. Dataset: Catalyst prediction with 721,799 reactions and 888 catalyst types from USPTO (1) Reactant: [CH3:1][C:2]([CH3:6])=[CH:3][CH2:4]Br.C([O-])([O-])=O.[K+].[K+].[CH3:13][C:14]1[N:15]=[C:16]([N+:19]([O-:21])=[O:20])[NH:17][CH:18]=1. Product: [CH3:13][C:14]1[N:15]=[C:16]([N+:19]([O-:21])=[O:20])[N:17]([CH2:4][CH:3]=[C:2]([CH3:6])[CH3:1])[CH:18]=1. The catalyst class is: 21. (2) Reactant: [O:1]=[C:2]1[N:6]([C:7]2[CH:8]=[CH:9][C:10]3[C:16](=[O:17])[CH2:15][CH2:14][CH2:13][CH2:12][C:11]=3[CH:18]=2)[CH2:5][C@H:4]([CH2:19][NH:20][C:21](=[O:23])[CH3:22])[O:3]1.[CH3:24][N:25]([CH3:38])[CH2:26][CH2:27][CH2:28][O:29][C:30]1[CH:37]=[CH:36][C:33]([CH:34]=O)=[CH:32][CH:31]=1.N1CCCCC1. Product: [CH3:38][N:25]([CH3:24])[CH2:26][CH2:27][CH2:28][O:29][C:30]1[CH:31]=[CH:32][C:33]([CH:34]=[C:15]2[CH2:14][CH2:13][CH2:12][C:11]3[CH:18]=[C:7]([N:6]4[CH2:5][C@H:4]([CH2:19][NH:20][C:21](=[O:23])[CH3:22])[O:3][C:2]4=[O:1])[CH:8]=[CH:9][C:10]=3[C:16]2=[O:17])=[CH:36][CH:37]=1. The catalyst class is: 15. (3) Reactant: [Cl:1][C:2]1[CH:3]=[C:4]([CH:7]=[C:8]([O:10][C:11]2[C:16](=[O:17])[N:15]([CH2:18][C:19]3[CH:24]=[CH:23][C:22](=[O:25])[N:21](C4CCCCO4)[N:20]=3)[CH:14]=[N:13][C:12]=2[CH3:32])[CH:9]=1)[C:5]#[N:6].Cl. Product: [Cl:1][C:2]1[CH:3]=[C:4]([CH:7]=[C:8]([O:10][C:11]2[C:16](=[O:17])[N:15]([CH2:18][C:19]3[CH:24]=[CH:23][C:22](=[O:25])[NH:21][N:20]=3)[CH:14]=[N:13][C:12]=2[CH3:32])[CH:9]=1)[C:5]#[N:6]. The catalyst class is: 6.